Predict the product of the given reaction. From a dataset of Forward reaction prediction with 1.9M reactions from USPTO patents (1976-2016). (1) Given the reactants [OH:1][C:2]1[CH:11]=[C:10]2[C:5]([C:6](=[O:12])[NH:7][CH:8]=[N:9]2)=[CH:4][C:3]=1[O:13][CH3:14].[C:15](OC(=O)C)(=[O:17])[CH3:16], predict the reaction product. The product is: [C:15]([O:1][C:2]1[CH:11]=[C:10]2[C:5]([C:6](=[O:12])[NH:7][CH:8]=[N:9]2)=[CH:4][C:3]=1[O:13][CH3:14])(=[O:17])[CH3:16]. (2) Given the reactants [NH2:1][CH2:2][CH2:3][CH2:4][CH2:5][C:6]([OH:8])=[O:7].[C:9]([O:13][C:14](O[C:14]([O:13][C:9]([CH3:12])([CH3:11])[CH3:10])=[O:15])=[O:15])([CH3:12])([CH3:11])[CH3:10].Cl, predict the reaction product. The product is: [C:9]([O:13][C:14]([NH:1][CH2:2][CH2:3][CH2:4][CH2:5][C:6]([OH:8])=[O:7])=[O:15])([CH3:12])([CH3:11])[CH3:10]. (3) Given the reactants [F:1][C:2]1[CH:7]=[C:6]([N+:8]([O-:10])=[O:9])[CH:5]=[CH:4][C:3]=1[N:11]1[CH2:16][CH2:15][NH:14][CH2:13][CH2:12]1.CO.[CH2:19]1[O:22][C@H:20]1[CH3:21], predict the reaction product. The product is: [F:1][C:2]1[CH:7]=[C:6]([N+:8]([O-:10])=[O:9])[CH:5]=[CH:4][C:3]=1[N:11]1[CH2:16][CH2:15][N:14]([CH2:19][C@@H:20]([OH:22])[CH3:21])[CH2:13][CH2:12]1. (4) Given the reactants [Br:1][C:2]1[C:3](Cl)=[C:4]([N+:9]([O-:11])=[O:10])[C:5]([NH2:8])=[N:6][CH:7]=1.[N:13]1[CH:18]=[CH:17][C:16]([CH2:19][N:20]2[CH2:25][CH2:24][NH:23][CH2:22][CH2:21]2)=[CH:15][CH:14]=1.C(N(C(C)C)CC)(C)C, predict the reaction product. The product is: [Br:1][C:2]1[C:3]([N:23]2[CH2:24][CH2:25][N:20]([CH2:19][C:16]3[CH:15]=[CH:14][N:13]=[CH:18][CH:17]=3)[CH2:21][CH2:22]2)=[C:4]([N+:9]([O-:11])=[O:10])[C:5]([NH2:8])=[N:6][CH:7]=1. (5) Given the reactants [Cl:1][C:2]1[C:7]([O:8][CH3:9])=[CH:6][C:5]([O:10][CH3:11])=[C:4]([F:12])[C:3]=1[NH:13][CH2:14][C:15]1[CH:20]=[N:19][C:18]2[NH:21][CH:22]=[CH:23][C:17]=2[C:16]=1[NH:24][CH2:25][CH3:26].C(N(CC)CC)C.Cl[C:35](Cl)([O:37]C(=O)OC(Cl)(Cl)Cl)Cl.[OH-].[Na+], predict the reaction product. The product is: [Cl:1][C:2]1[C:7]([O:8][CH3:9])=[CH:6][C:5]([O:10][CH3:11])=[C:4]([F:12])[C:3]=1[N:13]1[CH2:14][C:15]2[CH:20]=[N:19][C:18]3[NH:21][CH:22]=[CH:23][C:17]=3[C:16]=2[N:24]([CH2:25][CH3:26])[C:35]1=[O:37]. (6) Given the reactants [CH3:1][O:2][C:3]1[CH:24]=[CH:23][C:6]([CH2:7][O:8][C:9]2[CH:22]=[CH:21][CH:20]=[CH:19][C:10]=2[O:11][C:12]2([C:15](OC)=[O:16])[CH2:14][CH2:13]2)=[CH:5][CH:4]=1.[H-].[H-].[H-].[H-].[Li+].[Al+3], predict the reaction product. The product is: [CH3:1][O:2][C:3]1[CH:4]=[CH:5][C:6]([CH2:7][O:8][C:9]2[CH:22]=[CH:21][CH:20]=[CH:19][C:10]=2[O:11][C:12]2([CH2:15][OH:16])[CH2:13][CH2:14]2)=[CH:23][CH:24]=1. (7) Given the reactants [C:1]([N:9]1[CH2:13][CH2:12][C@@H:11]([NH:14][CH3:15])[CH2:10]1)(=O)[C:2]1[CH:7]=[CH:6][CH:5]=[CH:4][CH:3]=1.[C:16]1([CH:22]([N:29]=[C:30]=[O:31])[C:23]2[CH:28]=[CH:27][CH:26]=[CH:25][CH:24]=2)[CH:21]=[CH:20][CH:19]=[CH:18][CH:17]=1, predict the reaction product. The product is: [CH:22]([NH:29][C:30](=[O:31])[N:14]([C@@H:11]1[CH2:12][CH2:13][N:9]([CH2:1][C:2]2[CH:7]=[CH:6][CH:5]=[CH:4][CH:3]=2)[CH2:10]1)[CH3:15])([C:23]1[CH:24]=[CH:25][CH:26]=[CH:27][CH:28]=1)[C:16]1[CH:21]=[CH:20][CH:19]=[CH:18][CH:17]=1. (8) Given the reactants [Br:1][C:2]1[CH:7]=[CH:6][C:5]([C:8]2[N:9]=[C:10]([C:21]3[CH:26]=[CH:25][CH:24]=[CH:23][N:22]=3)N=N[C:13]=2[C:14]2[CH:19]=[CH:18][C:17]([Br:20])=[CH:16][CH:15]=2)=[CH:4][CH:3]=1.[CH:27]12CC(C=C1)C=[CH:28]2.C1(C)C(C)=CC=CC=1.O, predict the reaction product. The product is: [Br:20][C:17]1[CH:18]=[CH:19][C:14]([C:13]2[CH:27]=[CH:28][C:10]([C:21]3[CH:26]=[CH:25][CH:24]=[CH:23][N:22]=3)=[N:9][C:8]=2[C:5]2[CH:6]=[CH:7][C:2]([Br:1])=[CH:3][CH:4]=2)=[CH:15][CH:16]=1. (9) The product is: [CH:12]1[CH:13]=[CH:14][C:9]([C:8]([C:7]2[C:2]([NH2:1])=[C:3]([CH2:16][C:17]([NH2:19])=[O:18])[CH:4]=[CH:5][CH:6]=2)=[O:15])=[CH:10][CH:11]=1. Given the reactants [NH2:1][C:2]1[C:7]([C:8](=[O:15])[C:9]2[CH:14]=[CH:13][CH:12]=[CH:11][CH:10]=2)=[CH:6][CH:5]=[CH:4][C:3]=1[CH:16](SC)[C:17]([NH2:19])=[O:18], predict the reaction product.